This data is from Forward reaction prediction with 1.9M reactions from USPTO patents (1976-2016). The task is: Predict the product of the given reaction. The product is: [Cl:7][C:8]1[CH:9]=[C:10]([CH2:15][C:16]([O:18][CH3:19])=[O:17])[CH:11]=[CH:12][C:13]=1[O:14][S:22]([C:21]([F:34])([F:33])[F:20])(=[O:24])=[O:23]. Given the reactants N1C=CC=CC=1.[Cl:7][C:8]1[CH:9]=[C:10]([CH2:15][C:16]([O:18][CH3:19])=[O:17])[CH:11]=[CH:12][C:13]=1[OH:14].[F:20][C:21]([F:34])([F:33])[S:22](O[S:22]([C:21]([F:34])([F:33])[F:20])(=[O:24])=[O:23])(=[O:24])=[O:23], predict the reaction product.